Dataset: Full USPTO retrosynthesis dataset with 1.9M reactions from patents (1976-2016). Task: Predict the reactants needed to synthesize the given product. (1) Given the product [Br:2][C:3]1[CH:4]=[C:5]([CH2:9][C:10]([CH3:14])([CH3:13])[CH2:11][NH:12][C:24](=[O:25])[C:23]([F:30])([F:29])[F:22])[CH:6]=[CH:7][CH:8]=1, predict the reactants needed to synthesize it. The reactants are: Cl.[Br:2][C:3]1[CH:4]=[C:5]([CH2:9][C:10]([CH3:14])([CH3:13])[CH2:11][NH2:12])[CH:6]=[CH:7][CH:8]=1.CCN(CC)CC.[F:22][C:23]([F:30])([F:29])[C:24](OCC)=[O:25]. (2) Given the product [OH:7][C@@H:3]1[CH2:4][O:5][CH2:6][C@H:2]1[NH:1][C:20](=[O:21])[O:22][CH2:23][C:24]1[CH:29]=[CH:28][CH:27]=[CH:26][CH:25]=1, predict the reactants needed to synthesize it. The reactants are: [NH2:1][C@@H:2]1[CH2:6][O:5][CH2:4][C@H:3]1[OH:7].C(=O)([O-])[O-].[Na+].[Na+].O1CCCC1.Cl[C:20]([O:22][CH2:23][C:24]1[CH:29]=[CH:28][CH:27]=[CH:26][CH:25]=1)=[O:21]. (3) Given the product [Cl:22][C:23]1[CH:33]=[CH:32][C:26]([O:27][CH2:28][C@@H:29]([OH:30])[CH2:31][N:1]2[CH2:2][CH2:3][C:4]3([O:11][C:10]4[C:12]5[C:17]([C:18](=[O:21])[C:19](=[O:20])[C:9]=4[S:8][CH2:7]3)=[CH:16][CH:15]=[CH:14][CH:13]=5)[CH2:5][CH2:6]2)=[CH:25][CH:24]=1, predict the reactants needed to synthesize it. The reactants are: [NH:1]1[CH2:6][CH2:5][C:4]2([O:11][C:10]3[C:12]4[C:17]([C:18](=[O:21])[C:19](=[O:20])[C:9]=3[S:8][CH2:7]2)=[CH:16][CH:15]=[CH:14][CH:13]=4)[CH2:3][CH2:2]1.[Cl:22][C:23]1[CH:33]=[CH:32][C:26]([O:27][CH2:28][C@@H:29]2[CH2:31][O:30]2)=[CH:25][CH:24]=1. (4) Given the product [C:27]([O:26][C:24]([N:23]([C:31]([O:33][C:34]([CH3:37])([CH3:36])[CH3:35])=[O:32])[C:19]1[N:20]=[C:21]([CH3:22])[C:16]2[CH:15]=[CH:14][N:13]([C@H:5]3[C@@H:6]4[O:10][C:9]([CH3:12])([CH3:11])[O:8][C@@H:7]4[C@@H:3]([C:2]([OH:50])=[O:1])[O:4]3)[C:17]=2[N:18]=1)=[O:25])([CH3:28])([CH3:29])[CH3:30], predict the reactants needed to synthesize it. The reactants are: [OH:1][CH2:2][C@@H:3]1[C@H:7]2[O:8][C:9]([CH3:12])([CH3:11])[O:10][C@H:6]2[C@H:5]([N:13]2[C:17]3[N:18]=[C:19]([N:23]([C:31]([O:33][C:34]([CH3:37])([CH3:36])[CH3:35])=[O:32])[C:24]([O:26][C:27]([CH3:30])([CH3:29])[CH3:28])=[O:25])[N:20]=[C:21]([CH3:22])[C:16]=3[CH:15]=[CH:14]2)[O:4]1.CC1(C)N([O])C(C)(C)CCC1.P([O-])([O-])([O-])=[O:50].Cl([O-])=O.[Na+].[OH-].[Na+]. (5) Given the product [CH2:34]([C:27]1[CH:28]=[CH:29][CH:30]=[C:31]([CH2:32][CH3:33])[C:26]=1[NH:25][C:23]([C:19]1[C:13]2[CH2:14][CH2:15][C:16]3[CH:17]=[N:18][C:9]([NH:8][C:3]4[CH:4]=[CH:5][CH:6]=[CH:7][C:2]=4[I:37])=[N:10][C:11]=3[C:12]=2[N:21]([CH3:22])[N:20]=1)=[O:24])[CH3:35], predict the reactants needed to synthesize it. The reactants are: Br[C:2]1[CH:7]=[CH:6][CH:5]=[CH:4][C:3]=1[NH:8][C:9]1[N:18]=[CH:17][C:16]2[CH2:15][CH2:14][C:13]3[C:19]([C:23]([NH:25][C:26]4[C:31]([CH2:32][CH3:33])=[CH:30][CH:29]=[CH:28][C:27]=4[CH2:34][CH3:35])=[O:24])=[N:20][N:21]([CH3:22])[C:12]=3[C:11]=2[N:10]=1.[Na+].[I-:37].II. (6) Given the product [Br:21][C:22]([F:31])([F:30])[C:23]([C:13]1[CH:14]=[CH:15][C:10]([NH2:9])=[CH:11][CH:12]=1)([F:28])[C:24]([F:27])([F:26])[F:25], predict the reactants needed to synthesize it. The reactants are: S(S([O-])=O)([O-])=O.[Na+].[Na+].[NH2:9][C:10]1[CH:15]=[CH:14][CH:13]=[CH:12][CH:11]=1.C(=O)([O-])O.[Na+].[Br:21][C:22]([F:31])([F:30])[C:23](Br)([F:28])[C:24]([F:27])([F:26])[F:25].C(=O)([O-])[O-].[Na+].[Na+]. (7) Given the product [C:1]1([C:7]2[N:18]=[CH:19][C:20]([OH:21])=[N:22][C:9]=2[C:11]2[CH:16]=[CH:15][CH:14]=[CH:13][CH:12]=2)[CH:6]=[CH:5][CH:4]=[CH:3][CH:2]=1, predict the reactants needed to synthesize it. The reactants are: [C:1]1([C:7]([C:9]([C:11]2[CH:16]=[CH:15][CH:14]=[CH:13][CH:12]=2)=O)=O)[CH:6]=[CH:5][CH:4]=[CH:3][CH:2]=1.Cl.[NH2:18][CH2:19][C:20]([NH2:22])=[O:21].[OH-].[Na+].Cl.C(=O)(O)[O-].[K+]. (8) The reactants are: [NH2:1][CH2:2][C:3]1[CH:4]=[CH:5][C:6]([Cl:25])=[C:7]([C:9]2[NH:13][C:12](=[O:14])[N:11]([C:15]3[CH:20]=[CH:19][C:18]([C:21]([F:24])([F:23])[F:22])=[CH:17][CH:16]=3)[N:10]=2)[CH:8]=1.[CH:26]1([S:29](Cl)(=[O:31])=[O:30])[CH2:28][CH2:27]1.CCN(C(C)C)C(C)C. Given the product [Cl:25][C:6]1[CH:5]=[CH:4][C:3]([CH2:2][NH:1][S:29]([CH:26]2[CH2:28][CH2:27]2)(=[O:31])=[O:30])=[CH:8][C:7]=1[C:9]1[NH:13][C:12](=[O:14])[N:11]([C:15]2[CH:16]=[CH:17][C:18]([C:21]([F:24])([F:23])[F:22])=[CH:19][CH:20]=2)[N:10]=1, predict the reactants needed to synthesize it.